This data is from NCI-60 drug combinations with 297,098 pairs across 59 cell lines. The task is: Regression. Given two drug SMILES strings and cell line genomic features, predict the synergy score measuring deviation from expected non-interaction effect. (1) Drug 1: C1=NC2=C(N1)C(=S)N=C(N2)N. Drug 2: CNC(=O)C1=NC=CC(=C1)OC2=CC=C(C=C2)NC(=O)NC3=CC(=C(C=C3)Cl)C(F)(F)F. Cell line: EKVX. Synergy scores: CSS=49.4, Synergy_ZIP=-6.24, Synergy_Bliss=0.0148, Synergy_Loewe=2.29, Synergy_HSA=4.01. (2) Drug 2: CCC1(C2=C(COC1=O)C(=O)N3CC4=CC5=C(C=CC(=C5CN(C)C)O)N=C4C3=C2)O.Cl. Cell line: CCRF-CEM. Drug 1: CC(C1=C(C=CC(=C1Cl)F)Cl)OC2=C(N=CC(=C2)C3=CN(N=C3)C4CCNCC4)N. Synergy scores: CSS=77.7, Synergy_ZIP=0.729, Synergy_Bliss=1.06, Synergy_Loewe=-7.06, Synergy_HSA=1.11. (3) Drug 1: CC(C)(C#N)C1=CC(=CC(=C1)CN2C=NC=N2)C(C)(C)C#N. Drug 2: C1=CC=C(C=C1)NC(=O)CCCCCCC(=O)NO. Cell line: DU-145. Synergy scores: CSS=11.4, Synergy_ZIP=-1.97, Synergy_Bliss=-1.17, Synergy_Loewe=-6.61, Synergy_HSA=-1.89. (4) Synergy scores: CSS=34.4, Synergy_ZIP=8.46, Synergy_Bliss=9.72, Synergy_Loewe=10.6, Synergy_HSA=10.5. Drug 1: C1=C(C(=O)NC(=O)N1)N(CCCl)CCCl. Drug 2: B(C(CC(C)C)NC(=O)C(CC1=CC=CC=C1)NC(=O)C2=NC=CN=C2)(O)O. Cell line: A549. (5) Drug 1: C1=NNC2=C1C(=O)NC=N2. Drug 2: CC(C)CN1C=NC2=C1C3=CC=CC=C3N=C2N. Cell line: A549. Synergy scores: CSS=1.60, Synergy_ZIP=0.356, Synergy_Bliss=0.832, Synergy_Loewe=-0.939, Synergy_HSA=-1.05. (6) Synergy scores: CSS=39.8, Synergy_ZIP=0.838, Synergy_Bliss=-0.170, Synergy_Loewe=-32.0, Synergy_HSA=-0.121. Drug 2: C1CN(P(=O)(OC1)NCCCl)CCCl. Cell line: HCT116. Drug 1: C1=NC2=C(N1)C(=S)N=C(N2)N. (7) Drug 1: C1=NC2=C(N1)C(=S)N=C(N2)N. Drug 2: CCCCC(=O)OCC(=O)C1(CC(C2=C(C1)C(=C3C(=C2O)C(=O)C4=C(C3=O)C=CC=C4OC)O)OC5CC(C(C(O5)C)O)NC(=O)C(F)(F)F)O. Cell line: SR. Synergy scores: CSS=50.7, Synergy_ZIP=-4.06, Synergy_Bliss=-5.71, Synergy_Loewe=-3.60, Synergy_HSA=-2.77.